From a dataset of Reaction yield outcomes from USPTO patents with 853,638 reactions. Predict the reaction yield, written as a fraction of the theoretical maximum amount of product (1.0 means a 100% yield; for example, 0.34 means a 34% yield). (1) The reactants are Br[CH2:2][C:3]([C:5]1[CH:15]=[CH:14][CH:13]=[CH:12][C:6]=1[C:7]([O:9][CH2:10][CH3:11])=[O:8])=O.[NH2:16][C:17]([NH2:19])=[S:18].C([O-])(O)=O.[Na+]. The catalyst is CCO.O. The product is [NH2:19][C:17]1[S:18][CH:2]=[C:3]([C:5]2[CH:15]=[CH:14][CH:13]=[CH:12][C:6]=2[C:7]([O:9][CH2:10][CH3:11])=[O:8])[N:16]=1. The yield is 0.970. (2) The reactants are C[O:2][C:3](=[O:24])[CH:4]([C:11]1[CH:16]=[CH:15][C:14]([S:17]([C:20]([F:23])([F:22])[F:21])(=[O:19])=[O:18])=[CH:13][CH:12]=1)[CH2:5][CH:6]1[CH2:10][CH2:9][CH2:8][CH2:7]1.[OH-].[Li+]. The catalyst is O1CCCC1. The product is [CH:6]1([CH2:5][CH:4]([C:11]2[CH:12]=[CH:13][C:14]([S:17]([C:20]([F:23])([F:21])[F:22])(=[O:19])=[O:18])=[CH:15][CH:16]=2)[C:3]([OH:24])=[O:2])[CH2:10][CH2:9][CH2:8][CH2:7]1. The yield is 0.770. (3) The reactants are [S:1](=[O:26])(=[O:25])([O:3][CH2:4][C@@H:5]1[C@@H:12]2[C@@H:8]([O:9][C:10]([CH3:14])([CH3:13])[O:11]2)[C@H:7]([N:15]2[CH:23]=[N:22][C:21]3[C:16]2=[N:17][CH:18]=[N:19][C:20]=3Cl)[O:6]1)[NH2:2].[Na+].[I-:28].FC(F)(F)C(O)=O. The catalyst is CC(=O)CC. The product is [S:1](=[O:26])(=[O:25])([O:3][CH2:4][C@@H:5]1[C@@H:12]2[C@@H:8]([O:9][C:10]([CH3:14])([CH3:13])[O:11]2)[C@H:7]([N:15]2[CH:23]=[N:22][C:21]3[C:16]2=[N:17][CH:18]=[N:19][C:20]=3[I:28])[O:6]1)[NH2:2]. The yield is 0.810. (4) The reactants are [OH:1][C:2]1[CH:3]=[CH:4][C:5]([N+:10]([O-:12])=[O:11])=[C:6]([CH:9]=1)[CH:7]=[O:8].C(=O)([O-])[O-].[K+].[K+].Cl.Cl[CH2:21][C:22]1[CH:27]=[CH:26][CH:25]=[CH:24][N:23]=1. The catalyst is CN(C=O)C. The product is [N+:10]([C:5]1[CH:4]=[CH:3][C:2]([O:1][CH2:21][C:22]2[CH:27]=[CH:26][CH:25]=[CH:24][N:23]=2)=[CH:9][C:6]=1[CH:7]=[O:8])([O-:12])=[O:11]. The yield is 0.910. (5) The reactants are C(OC([NH:8][C:9]1[CH:14]=[CH:13][CH:12]=[C:11]([O:15][CH2:16][CH2:17][C:18]2[CH:23]=[CH:22][C:21]([C:24]#[N:25])=[CH:20][CH:19]=2)[C:10]=1[CH3:26])=O)(C)(C)C. The catalyst is CCOC(C)=O.Cl. The product is [NH2:8][C:9]1[CH:14]=[CH:13][CH:12]=[C:11]([O:15][CH2:16][CH2:17][C:18]2[CH:19]=[CH:20][C:21]([C:24]#[N:25])=[CH:22][CH:23]=2)[C:10]=1[CH3:26]. The yield is 0.190.